From a dataset of Forward reaction prediction with 1.9M reactions from USPTO patents (1976-2016). Predict the product of the given reaction. (1) Given the reactants [Br:1][CH2:2][C:3]([C:5]1[CH:10]=[CH:9][CH:8]=[CH:7][CH:6]=1)=[O:4].CO.Cl, predict the reaction product. The product is: [Br:1][CH2:2][C@@H:3]([C:5]1[CH:10]=[CH:9][CH:8]=[CH:7][CH:6]=1)[OH:4]. (2) The product is: [Cl:18][C:19]1[CH:26]=[C:25]([Cl:27])[CH:24]=[CH:23][C:20]=1[CH2:21][NH:22][C:15](=[O:16])[CH2:14][CH2:13][C:5]1[CH:6]=[CH:7][C:8]([O:9][CH2:10][C:11]#[CH:12])=[C:3]([O:2][CH3:1])[CH:4]=1. Given the reactants [CH3:1][O:2][C:3]1[CH:4]=[C:5]([CH2:13][CH2:14][C:15](Cl)=[O:16])[CH:6]=[CH:7][C:8]=1[O:9][CH2:10][C:11]#[CH:12].[Cl:18][C:19]1[CH:26]=[C:25]([Cl:27])[CH:24]=[CH:23][C:20]=1[CH2:21][NH2:22], predict the reaction product. (3) Given the reactants [CH3:1][C:2]1[CH:7]=[CH:6][C:5]([S:8]([O:11][CH2:12][C@@H:13]2[O:18][C:17]3[C:19]([NH2:24])=[C:20]([NH2:23])[CH:21]=[CH:22][C:16]=3[O:15][CH2:14]2)(=[O:10])=[O:9])=[CH:4][CH:3]=1.[CH3:25][CH2:26][C:27](=O)[C:28](=O)[CH2:29][CH3:30], predict the reaction product. The product is: [CH3:1][C:2]1[CH:7]=[CH:6][C:5]([S:8]([O:11][CH2:12][CH:13]2[O:18][C:17]3=[C:19]4[C:20](=[CH:21][CH:22]=[C:16]3[O:15][CH2:14]2)[N:23]=[C:28]([CH2:29][CH3:30])[C:27]([CH2:26][CH3:25])=[N:24]4)(=[O:10])=[O:9])=[CH:4][CH:3]=1. (4) Given the reactants [CH3:1][O:2][C:3]1[CH:4]=[C:5](/[C:11](=[CH:14]/[C:15]2[S:16][C:17]([N:20]3[CH2:25][CH2:24][CH:23]([OH:26])[CH2:22][CH2:21]3)=[CH:18][CH:19]=2)/[C:12]#[N:13])[CH:6]=[CH:7][C:8]=1[O:9][CH3:10].Cl.[CH3:28][N:29]([CH3:34])[CH2:30][C:31](O)=[O:32].O.[C:36]1([CH3:46])[CH:41]=[CH:40][C:39]([S:42]([OH:45])(=[O:44])=[O:43])=[CH:38][CH:37]=1, predict the reaction product. The product is: [C:36]1([CH3:46])[CH:37]=[CH:38][C:39]([S:42]([OH:45])(=[O:43])=[O:44])=[CH:40][CH:41]=1.[CH3:28][N:29]([CH2:30][C:31]([O:26][CH:23]1[CH2:22][CH2:21][N:20]([C:17]2[S:16][C:15](/[CH:14]=[C:11](\[C:12]#[N:13])/[C:5]3[CH:6]=[CH:7][C:8]([O:9][CH3:10])=[C:3]([O:2][CH3:1])[CH:4]=3)=[CH:19][CH:18]=2)[CH2:25][CH2:24]1)=[O:32])[CH3:34]. (5) Given the reactants [Cl:1][C:2]1[C:3]([CH:47]2[CH2:49][CH2:48]2)=[N:4][N:5]([CH2:45][CH3:46])[C:6]=1[N:7]1[CH2:44][CH2:43][C:10]2[N:11]=[C:12]([C:22]3[C:30]([CH3:31])=[CH:29][CH:28]=[C:27]4[C:23]=3[C:24]([CH3:42])=[N:25][N:26]4S(C3C=CC(C)=CC=3)(=O)=O)[N:13]=[C:14]([N:15]3[CH2:20][CH2:19][O:18][CH2:17][C@H:16]3[CH3:21])[C:9]=2[CH2:8]1.C([O-])([O-])=O.[K+].[K+], predict the reaction product. The product is: [Cl:1][C:2]1[C:3]([CH:47]2[CH2:48][CH2:49]2)=[N:4][N:5]([CH2:45][CH3:46])[C:6]=1[N:7]1[CH2:44][CH2:43][C:10]2[N:11]=[C:12]([C:22]3[C:30]([CH3:31])=[CH:29][CH:28]=[C:27]4[C:23]=3[C:24]([CH3:42])=[N:25][NH:26]4)[N:13]=[C:14]([N:15]3[CH2:20][CH2:19][O:18][CH2:17][C@H:16]3[CH3:21])[C:9]=2[CH2:8]1. (6) The product is: [CH2:28]1[N:21]2[C:22]3[C:18]([C@@H:19]4[CH2:32][NH:31][CH2:30][CH2:29][C@@H:20]42)=[CH:17][C:16]([NH:15][C:2]2[CH:7]=[CH:6][C:5]([Cl:8])=[CH:4][C:3]=2[C:9](=[O:13])[CH3:14])=[CH:24][C:23]=3[CH2:25][S:26][CH2:27]1. Given the reactants Br[C:2]1[CH:7]=[CH:6][C:5]([Cl:8])=[CH:4][C:3]=1[C:9]1([CH3:14])[O:13]CCO1.[NH2:15][C:16]1[CH:17]=[C:18]2[C:22]3=[C:23]([CH2:25][S:26][CH2:27][CH2:28][N:21]3[C@H:20]3[CH2:29][CH2:30][N:31](C(OC(C)(C)C)=O)[CH2:32][C@@H:19]23)[CH:24]=1, predict the reaction product. (7) Given the reactants [CH:1]1([C:4]2[CH:8]=[C:7]([NH:9][C:10](=[O:18])OC3C=CC=CC=3)[N:6]([C:19]3[CH:24]=[CH:23][CH:22]=[CH:21][CH:20]=3)[N:5]=2)[CH2:3][CH2:2]1.[CH3:25][O:26][C:27]1[CH:28]=[C:29]2[C:34](=[CH:35][C:36]=1[O:37][CH3:38])[N:33]=[CH:32][N:31]=[C:30]2[S:39][C:40]1[CH:41]=[C:42]([CH:44]=[CH:45][CH:46]=1)[NH2:43].O, predict the reaction product. The product is: [CH:1]1([C:4]2[CH:8]=[C:7]([NH:9][C:10]([NH:43][C:42]3[CH:44]=[CH:45][CH:46]=[C:40]([S:39][C:30]4[C:29]5[C:34](=[CH:35][C:36]([O:37][CH3:38])=[C:27]([O:26][CH3:25])[CH:28]=5)[N:33]=[CH:32][N:31]=4)[CH:41]=3)=[O:18])[N:6]([C:19]3[CH:20]=[CH:21][CH:22]=[CH:23][CH:24]=3)[N:5]=2)[CH2:2][CH2:3]1. (8) Given the reactants [N:1]1[CH:2]=[C:3]([C:10]([NH:12][C:13]2[CH:14]=[C:15]([C:20]3[N:24]=[C:23]([CH2:25][CH2:26][C:27]([OH:29])=O)[O:22][N:21]=3)[CH:16]=[CH:17][C:18]=2[CH3:19])=[O:11])[N:4]2[CH:9]=[CH:8][CH:7]=[CH:6][C:5]=12.C[N:31](C(ON1N=NC2C=CC=NC1=2)=[N+](C)C)C.F[P-](F)(F)(F)(F)F.N, predict the reaction product. The product is: [NH2:31][C:27](=[O:29])[CH2:26][CH2:25][C:23]1[O:22][N:21]=[C:20]([C:15]2[CH:16]=[CH:17][C:18]([CH3:19])=[C:13]([NH:12][C:10]([C:3]3[N:4]4[CH:9]=[CH:8][CH:7]=[CH:6][C:5]4=[N:1][CH:2]=3)=[O:11])[CH:14]=2)[N:24]=1. (9) Given the reactants [Cl:1][C:2]1[CH:3]=[CH:4][C:5]([C:8]2[CH2:9][CH2:10][N:11](C(OC(C)(C)C)=O)[CH2:12][CH:13]=2)=[N:6][CH:7]=1.Cl, predict the reaction product. The product is: [Cl:1][C:2]1[CH:3]=[CH:4][C:5]([C:8]2[CH2:9][CH2:10][NH:11][CH2:12][CH:13]=2)=[N:6][CH:7]=1.